Dataset: TCR-epitope binding with 47,182 pairs between 192 epitopes and 23,139 TCRs. Task: Binary Classification. Given a T-cell receptor sequence (or CDR3 region) and an epitope sequence, predict whether binding occurs between them. (1) The epitope is ATDALMTGY. The TCR CDR3 sequence is CASSSTDTGANVLTF. Result: 1 (the TCR binds to the epitope). (2) The epitope is FLPRVFSAV. The TCR CDR3 sequence is CASSKLAGGSTDTQYF. Result: 1 (the TCR binds to the epitope). (3) The epitope is FLNRFTTTL. The TCR CDR3 sequence is CASSQDGRGDEQFF. Result: 0 (the TCR does not bind to the epitope). (4) The epitope is TSDLATNNLVVMAY. The TCR CDR3 sequence is CASSGPGQGIANIQYF. Result: 0 (the TCR does not bind to the epitope). (5) The epitope is IVTDFSVIK. The TCR CDR3 sequence is CASSLTPLKNNEQFF. Result: 1 (the TCR binds to the epitope). (6) The epitope is HTDFSSEIIGY. The TCR CDR3 sequence is CASRGLTATNEKLFF. Result: 1 (the TCR binds to the epitope).